Task: Predict the reaction yield, written as a fraction of the theoretical maximum amount of product (1.0 means a 100% yield; for example, 0.34 means a 34% yield).. Dataset: Reaction yield outcomes from USPTO patents with 853,638 reactions (1) The reactants are C(Cl)(=O)C(Cl)=O.CS(C)=O.[CH3:11][C:12]1([CH2:18][CH2:19][OH:20])[CH2:17][CH2:16][CH2:15][CH2:14][CH2:13]1.C(N(CC)CC)C. The catalyst is ClCCl.O. The product is [CH3:11][C:12]1([CH2:18][CH:19]=[O:20])[CH2:17][CH2:16][CH2:15][CH2:14][CH2:13]1. The yield is 0.910. (2) The reactants are Br[C:2]1[N:3]=[C:4]2[C:10]([C:11]([NH:13][C:14]([CH3:18])([CH3:17])[CH2:15][OH:16])=[O:12])=[CH:9][N:8]([CH2:19][O:20][CH2:21][CH2:22][Si:23]([CH3:26])([CH3:25])[CH3:24])[C:5]2=[N:6][CH:7]=1.[CH3:27][O:28][C:29]1[C:37]2[C:32](=[CH:33][CH:34]=[CH:35][CH:36]=2)[NH:31][N:30]=1.CC(C)([O-])C.[Na+]. The catalyst is O1CCOCC1.CC(C)([P](C(C)(C)C)([Pd][P](C(C)(C)C)(C(C)(C)C)C(C)(C)C)C(C)(C)C)C. The product is [OH:16][CH2:15][C:14]([NH:13][C:11]([C:10]1[C:4]2[C:5](=[N:6][CH:7]=[C:2]([N:31]3[C:32]4[C:37](=[CH:36][CH:35]=[CH:34][CH:33]=4)[C:29]([O:28][CH3:27])=[N:30]3)[N:3]=2)[N:8]([CH2:19][O:20][CH2:21][CH2:22][Si:23]([CH3:26])([CH3:25])[CH3:24])[CH:9]=1)=[O:12])([CH3:18])[CH3:17]. The yield is 0.800.